This data is from Reaction yield outcomes from USPTO patents with 853,638 reactions. The task is: Predict the reaction yield, written as a fraction of the theoretical maximum amount of product (1.0 means a 100% yield; for example, 0.34 means a 34% yield). (1) The reactants are [N:1]1[C:10]2[CH:9]([NH:11][CH2:12][CH2:13][CH2:14][CH2:15][N:16]3C(=O)C4C(=CC=CC=4)C3=O)[CH2:8][CH2:7][CH2:6][C:5]=2[CH:4]=[CH:3][CH:2]=1.O.NN.C(OCC)C. The catalyst is C(O)C. The product is [N:1]1[C:10]2[CH:9]([NH:11][CH2:12][CH2:13][CH2:14][CH2:15][NH2:16])[CH2:8][CH2:7][CH2:6][C:5]=2[CH:4]=[CH:3][CH:2]=1. The yield is 0.740. (2) The reactants are ClC(OCC)=O.[F:7][C:8]1[CH:36]=[CH:35][C:11]([C:12]([N:14]2[CH2:17][C:16]([CH2:21][O:22][C:23]3[CH:32]=[CH:31][C:30]4[C:25](=[CH:26][CH:27]=[C:28]([O:33][CH3:34])[CH:29]=4)[CH:24]=3)([C:18](O)=[O:19])[CH2:15]2)=[O:13])=[CH:10][CH:9]=1.[NH3:37]. The catalyst is ClCCl. The product is [F:7][C:8]1[CH:36]=[CH:35][C:11]([C:12]([N:14]2[CH2:17][C:16]([CH2:21][O:22][C:23]3[CH:32]=[CH:31][C:30]4[C:25](=[CH:26][CH:27]=[C:28]([O:33][CH3:34])[CH:29]=4)[CH:24]=3)([C:18]([NH2:37])=[O:19])[CH2:15]2)=[O:13])=[CH:10][CH:9]=1. The yield is 0.420. (3) No catalyst specified. The product is [Cl:11][C:4]1[CH:3]=[C:2]([C:12]2[CH2:16][CH2:15][CH2:14][CH:13]=2)[N:7]=[C:6]2[CH2:8][CH2:9][CH2:10][C:5]=12. The reactants are Cl[C:2]1[N:7]=[C:6]2[CH2:8][CH2:9][CH2:10][C:5]2=[C:4]([Cl:11])[CH:3]=1.[C:12]1(B(O)O)[CH2:16][CH2:15][CH2:14][CH:13]=1. The yield is 0.650. (4) The reactants are [CH3:1][O:2][C:3]([CH:5]1[CH2:10][CH2:9][N:8]([C:11]2[CH:16]=[C:15](Cl)[N:14]=[C:13]([O:18][CH3:19])[N:12]=2)[CH2:7][CH2:6]1)=[O:4].[Cl:20][C:21]1[CH:26]=[C:25]([Cl:27])[CH:24]=[CH:23][C:22]=1[CH2:28][CH2:29][NH2:30].C(=O)(O)[O-].[Na+].CN1CCCC1=O. The catalyst is O. The yield is 0.440. The product is [CH3:1][O:2][C:3]([CH:5]1[CH2:10][CH2:9][N:8]([C:11]2[CH:16]=[C:15]([NH:30][CH2:29][CH2:28][C:22]3[CH:23]=[CH:24][C:25]([Cl:27])=[CH:26][C:21]=3[Cl:20])[N:14]=[C:13]([O:18][CH3:19])[N:12]=2)[CH2:7][CH2:6]1)=[O:4]. (5) The product is [C:1]([O:5][C:6](=[O:20])[NH:7][C:8]1[C:17]2[C:12](=[CH:13][CH:14]=[CH:15][CH:16]=2)[C:11]([C:18]2[O:25][CH:26]=[N:27][CH:28]=2)=[CH:10][CH:9]=1)([CH3:4])([CH3:3])[CH3:2]. The yield is 0.440. The catalyst is CO. The reactants are [C:1]([O:5][C:6](=[O:20])[NH:7][C:8]1[C:17]2[C:12](=[CH:13][CH:14]=[CH:15][CH:16]=2)[C:11]([C:18]#N)=[CH:10][CH:9]=1)([CH3:4])([CH3:3])[CH3:2].C([O:25][C:26](=O)[NH:27][C:28]1C2C(=CC=CC=2)C(C=O)=CC=1)(C)(C)C.C1(C)C(S([N+]#[C-])(=O)=O)=CC=CC=1.C(=O)([O-])[O-].[K+].[K+]. (6) The reactants are CC1(C)C2C(=C(P(C3C=CC=CC=3)C3C=CC=CC=3)C=CC=2)OC2C(P(C3C=CC=CC=3)C3C=CC=CC=3)=CC=CC1=2.C([O-])([O-])=O.[Cs+].[Cs+].Cl[C:50]1[C:55](=[O:56])[N:54]([CH3:57])[CH:53]=[C:52]2[CH2:58][N:59]([CH2:62][CH2:63][C:64]3[N:72]=[C:67]4[CH:68]=[CH:69][CH:70]=[CH:71][N:66]4[N:65]=3)[C:60](=[O:61])[C:51]=12.[NH:73]1[CH2:78][CH2:77][O:76][CH2:75][CH2:74]1. The catalyst is O1CCOCC1.C([O-])(=O)C.C([O-])(=O)C.[Pd+2]. The product is [CH3:57][N:54]1[C:55](=[O:56])[C:50]([N:73]2[CH2:78][CH2:77][O:76][CH2:75][CH2:74]2)=[C:51]2[C:60](=[O:61])[N:59]([CH2:62][CH2:63][C:64]3[N:72]=[C:67]4[CH:68]=[CH:69][CH:70]=[CH:71][N:66]4[N:65]=3)[CH2:58][C:52]2=[CH:53]1. The yield is 0.148. (7) The reactants are [Br:1][C:2]1[CH:7]=[CH:6][C:5]([C:8]2[C:12]3[CH2:13][N:14]([S:17]([CH3:20])(=[O:19])=[O:18])[CH2:15][CH2:16][C:11]=3[N:10]([CH2:21][CH:22]3[CH2:24][O:23]3)[N:9]=2)=[CH:4][CH:3]=1.[Cl:25][C:26]1[CH:27]=[CH:28][C:29]2[NH:33][C:32](=[O:34])[N:31]([CH:35]3[CH2:40][CH2:39][NH:38][CH2:37][CH2:36]3)[C:30]=2[CH:41]=1. The catalyst is CCO. The product is [Br:1][C:2]1[CH:7]=[CH:6][C:5]([C:8]2[C:12]3[CH2:13][N:14]([S:17]([CH3:20])(=[O:19])=[O:18])[CH2:15][CH2:16][C:11]=3[N:10]([CH2:21][CH:22]([OH:23])[CH2:24][N:38]3[CH2:37][CH2:36][CH:35]([N:31]4[C:30]5[CH:41]=[C:26]([Cl:25])[CH:27]=[CH:28][C:29]=5[NH:33][C:32]4=[O:34])[CH2:40][CH2:39]3)[N:9]=2)=[CH:4][CH:3]=1. The yield is 0.630. (8) The reactants are [N+:1]([C:4]1[CH:5]=[C:6]2[C:10](=[CH:11][CH:12]=1)[NH:9][CH:8]=[CH:7]2)([O-:3])=[O:2].C(=O)([O-])[O-].[K+].[K+].[C:19](Cl)(=[O:26])[C:20]1[CH:25]=[CH:24][CH:23]=[CH:22][CH:21]=1.O. The catalyst is CN(C)C=O.C(OC(=O)C)C. The product is [C:19]([N:9]1[C:10]2[C:6](=[CH:5][C:4]([N+:1]([O-:3])=[O:2])=[CH:12][CH:11]=2)[CH:7]=[CH:8]1)(=[O:26])[C:20]1[CH:25]=[CH:24][CH:23]=[CH:22][CH:21]=1. The yield is 0.430.